Dataset: Full USPTO retrosynthesis dataset with 1.9M reactions from patents (1976-2016). Task: Predict the reactants needed to synthesize the given product. (1) Given the product [C:19]([O:18][C:16]([NH:15][CH2:14][CH2:13][CH2:12][N:11]1[C:10]2[CH:9]=[CH:8][C:4]([C:5]([OH:7])=[O:6])=[CH:3][C:2]=2[N:1]=[CH:23]1)=[O:17])([CH3:22])([CH3:21])[CH3:20], predict the reactants needed to synthesize it. The reactants are: [NH2:1][C:2]1[CH:3]=[C:4]([CH:8]=[CH:9][C:10]=1[NH:11][CH2:12][CH2:13][CH2:14][NH:15][C:16]([O:18][C:19]([CH3:22])([CH3:21])[CH3:20])=[O:17])[C:5]([OH:7])=[O:6].[CH3:23]OC(OC)OC. (2) Given the product [C:1]([C:3]1[CH:8]=[CH:7][C:6]([N:9]2[CH2:14][CH2:13][CH2:12][C@H:11]([NH:15][C@@H:16]3[CH2:21][CH2:20][CH2:19][CH2:18][C@H:17]3[NH:22][C:36](=[O:46])[O:37][CH2:38][C:39]3[CH:44]=[CH:43][C:42]([CH3:45])=[CH:41][CH:40]=3)[CH2:10]2)=[CH:5][CH:4]=1)#[N:2], predict the reactants needed to synthesize it. The reactants are: [C:1]([C:3]1[CH:8]=[CH:7][C:6]([N:9]2[CH2:14][CH2:13][CH2:12][C@H:11]([NH:15][C@@H:16]3[CH2:21][CH2:20][CH2:19][CH2:18][C@H:17]3[NH:22]C(=O)CC3C4C(=CC=CC=4)N(C)C=3)[CH2:10]2)=[CH:5][CH:4]=1)#[N:2].[C:36](Cl)(=[O:46])[O:37][CH2:38][C:39]1[CH:44]=[CH:43][C:42]([CH3:45])=[CH:41][CH:40]=1. (3) Given the product [C:1]([N:4]1[C:13]2[C:8](=[CH:9][C:10]([N:14]3[CH2:15][CH2:16][N:17]([C:20]([O:22][C:23]([CH3:26])([CH3:25])[CH3:24])=[O:21])[CH2:18][CH2:19]3)=[CH:11][CH:12]=2)[C@H:7]([NH:27][C:31]2[CH:36]=[N:35][C:34]([CH3:37])=[CH:33][N:32]=2)[C@@H:6]([CH3:28])[C@@H:5]1[CH3:29])(=[O:3])[CH3:2], predict the reactants needed to synthesize it. The reactants are: [C:1]([N:4]1[C:13]2[C:8](=[CH:9][C:10]([N:14]3[CH2:19][CH2:18][N:17]([C:20]([O:22][C:23]([CH3:26])([CH3:25])[CH3:24])=[O:21])[CH2:16][CH2:15]3)=[CH:11][CH:12]=2)[C@H:7]([NH2:27])[C@@H:6]([CH3:28])[C@@H:5]1[CH3:29])(=[O:3])[CH3:2].Cl[C:31]1[CH:36]=[N:35][C:34]([CH3:37])=[CH:33][N:32]=1.CC(C)([O-])C.[Na+].CN(C1C(C2C(P(C3CCCCC3)C3CCCCC3)=CC=CC=2)=CC=CC=1)C. (4) Given the product [CH3:15][C:4]1[NH:5][C:6]2[CH2:7][C:8]([CH3:14])([CH3:13])[CH2:9][C:10](=[O:12])[C:11]=2[C:3]=1[CH2:2][C:16]1[CH:21]=[CH:20][CH:19]=[CH:18][C:17]=1[S:22]([N:25]1[CH2:26][CH2:27][O:28][CH2:29][CH2:30]1)(=[O:24])=[O:23], predict the reactants needed to synthesize it. The reactants are: O[CH:2]([C:16]1[CH:21]=[CH:20][CH:19]=[CH:18][C:17]=1[S:22]([N:25]1[CH2:30][CH2:29][O:28][CH2:27][CH2:26]1)(=[O:24])=[O:23])[C:3]1[C:11]2[C:10](=[O:12])[CH2:9][C:8]([CH3:14])([CH3:13])[CH2:7][C:6]=2[NH:5][C:4]=1[CH3:15].FC(F)(F)S(O[Si](C)(C)C)(=O)=O.C([SiH](CC)CC)C. (5) Given the product [Cl:1][C:2]1[CH:3]=[N:4][C:5]2[N:6]([N:8]=[C:9]([C:11]([N:21]3[C:20]([CH3:29])([CH3:28])[CH2:19][C:18]4[C:23](=[CH:24][C:25]([O:26][CH3:27])=[C:16]([O:15][CH3:14])[CH:17]=4)[CH2:22]3)=[O:13])[CH:10]=2)[CH:7]=1, predict the reactants needed to synthesize it. The reactants are: [Cl:1][C:2]1[CH:3]=[N:4][C:5]2[N:6]([N:8]=[C:9]([C:11]([OH:13])=O)[CH:10]=2)[CH:7]=1.[CH3:14][O:15][C:16]1[CH:17]=[C:18]2[C:23](=[CH:24][C:25]=1[O:26][CH3:27])[CH2:22][NH:21][C:20]([CH3:29])([CH3:28])[CH2:19]2. (6) Given the product [CH:1]([N:4]1[C:8]([C:9]2[N:18]=[C:17]3[C:16]4[CH:19]=[CH:20][C:21]([CH2:23][CH2:24][S:25]([NH2:28])(=[O:26])=[O:27])=[CH:22][C:15]=4[O:14][CH2:13][CH2:12][N:11]3[CH:10]=2)=[N:7][CH:6]=[N:5]1)([CH3:3])[CH3:2], predict the reactants needed to synthesize it. The reactants are: [CH:1]([N:4]1[C:8]([C:9]2[N:18]=[C:17]3[N:11]([CH2:12][CH2:13][O:14][C:15]4[CH:22]=[C:21](/[CH:23]=[CH:24]/[S:25]([NH2:28])(=[O:27])=[O:26])[CH:20]=[CH:19][C:16]=43)[CH:10]=2)=[N:7][CH:6]=[N:5]1)([CH3:3])[CH3:2]. (7) The reactants are: [CH:1]1([CH:5]([NH2:21])[CH2:6][C:7]2[CH:12]=[CH:11][C:10]([O:13][CH3:14])=[C:9]([O:15][CH2:16][CH2:17][CH2:18][O:19][CH3:20])[CH:8]=2)[CH2:4][CH2:3][CH2:2]1.[CH:22](O)=[O:23]. Given the product [CH:1]1([CH:5]([NH:21][CH:22]=[O:23])[CH2:6][C:7]2[CH:12]=[CH:11][C:10]([O:13][CH3:14])=[C:9]([O:15][CH2:16][CH2:17][CH2:18][O:19][CH3:20])[CH:8]=2)[CH2:4][CH2:3][CH2:2]1, predict the reactants needed to synthesize it. (8) Given the product [CH3:49][C:37]1[CH:38]=[C:39]([O:40][C@H:41]2[CH2:45][CH2:44][O:43][CH2:42]2)[CH:46]=[C:47]([CH3:48])[C:36]=1[C:5]1[CH:4]=[CH:3][C:2]([F:1])=[C:10]2[C:6]=1[CH2:7][CH2:8][C@H:9]2[O:11][C:12]1[CH:25]=[CH:24][C:15]2[C@H:16]([CH2:19][C:20]([O:22][CH3:23])=[O:21])[CH2:17][O:18][C:14]=2[CH:13]=1, predict the reactants needed to synthesize it. The reactants are: [F:1][C:2]1[CH:3]=[CH:4][C:5](B2OC(C)(C)C(C)(C)O2)=[C:6]2[C:10]=1[C@H:9]([O:11][C:12]1[CH:25]=[CH:24][C:15]3[C@H:16]([CH2:19][C:20]([O:22][CH3:23])=[O:21])[CH2:17][O:18][C:14]=3[CH:13]=1)[CH2:8][CH2:7]2.Br[C:36]1[C:47]([CH3:48])=[CH:46][C:39]([O:40][C@H:41]2[CH2:45][CH2:44][O:43][CH2:42]2)=[CH:38][C:37]=1[CH3:49]. (9) Given the product [N:32]1([CH:38]2[CH2:43][CH2:42][N:41]([CH2:44][CH2:45][CH2:46][NH:47][C:20](=[O:21])[C:19]3[CH:18]=[CH:17][C:16]([S:13](=[O:15])(=[O:14])[NH:12][C:7]4[CH:8]=[CH:9][CH:10]=[CH:11][C:6]=4[O:5][C:4]4[CH:25]=[CH:26][C:27]([Cl:28])=[C:2]([Cl:1])[CH:3]=4)=[CH:24][CH:23]=3)[CH2:40][CH2:39]2)[CH2:37][CH2:36][CH2:35][CH2:34][CH2:33]1, predict the reactants needed to synthesize it. The reactants are: [Cl:1][C:2]1[CH:3]=[C:4]([CH:25]=[CH:26][C:27]=1[Cl:28])[O:5][C:6]1[CH:11]=[CH:10][CH:9]=[CH:8][C:7]=1[NH:12][S:13]([C:16]1[CH:24]=[CH:23][C:19]([C:20](O)=[O:21])=[CH:18][CH:17]=1)(=[O:15])=[O:14].Cl.Cl.Cl.[N:32]1([CH:38]2[CH2:43][CH2:42][N:41]([CH2:44][CH2:45][CH2:46][NH2:47])[CH2:40][CH2:39]2)[CH2:37][CH2:36][CH2:35][CH2:34][CH2:33]1. (10) Given the product [F:8][C:9]1[CH:14]=[C:13]([S:3]([CH3:24])(=[O:5])=[O:2])[CH:12]=[CH:11][C:10]=1[C:17]1[N:22]=[CH:21][C:20]([OH:23])=[CH:19][CH:18]=1, predict the reactants needed to synthesize it. The reactants are: O[O:2][S:3]([O-:5])=O.[K+].Cl.[F:8][C:9]1[CH:14]=[C:13](SC)[CH:12]=[CH:11][C:10]=1[C:17]1[N:22]=[CH:21][C:20]([OH:23])=[CH:19][CH:18]=1.[CH3:24]C(C)=O.